Dataset: Forward reaction prediction with 1.9M reactions from USPTO patents (1976-2016). Task: Predict the product of the given reaction. (1) The product is: [CH2:1]([O:8][C:9](=[O:32])[NH:10][C:11]1[CH:16]=[CH:15][C:14]([F:17])=[C:13]([C:18]([C:20]2[C:28]3[C:23](=[N:24][CH:25]=[C:26]([C:29]#[N:30])[CH:27]=3)[NH:22][CH:21]=2)=[O:19])[C:12]=1[F:31])[C:2]1[CH:3]=[CH:4][CH:5]=[CH:6][CH:7]=1. Given the reactants [CH2:1]([O:8][C:9](=[O:32])[NH:10][C:11]1[CH:16]=[CH:15][C:14]([F:17])=[C:13]([CH:18]([C:20]2[C:28]3[C:23](=[N:24][CH:25]=[C:26]([C:29]#[N:30])[CH:27]=3)[NH:22][CH:21]=2)[OH:19])[C:12]=1[F:31])[C:2]1[CH:7]=[CH:6][CH:5]=[CH:4][CH:3]=1.CC(OI1(OC(C)=O)(OC(C)=O)OC(=O)C2C=CC=CC1=2)=O.C(=O)([O-])[O-].[K+].[K+].S([O-])([O-])(=O)=S.[Na+].[Na+], predict the reaction product. (2) Given the reactants [OH:1][C@@H:2]([CH2:27][OH:28])[CH2:3][N:4]1[C:9](=[O:10])[C:8]2[C:11]([NH:18][C:19]3[CH:24]=[CH:23][C:22](I)=[CH:21][C:20]=3[F:26])=[C:12]([CH3:17])[C:13](=[O:16])[N:14]([CH3:15])[C:7]=2[N:6]=[CH:5]1.C[Si]([C:33]#[CH:34])(C)C.C(N(CC)CC)C, predict the reaction product. The product is: [OH:1][C@@H:2]([CH2:27][OH:28])[CH2:3][N:4]1[C:9](=[O:10])[C:8]2[C:11]([NH:18][C:19]3[CH:24]=[CH:23][C:22]([C:33]#[CH:34])=[CH:21][C:20]=3[F:26])=[C:12]([CH3:17])[C:13](=[O:16])[N:14]([CH3:15])[C:7]=2[N:6]=[CH:5]1. (3) Given the reactants Br[C:2]1[CH:7]=[CH:6][C:5]([S:8][CH3:9])=[C:4]([F:10])[C:3]=1[C:11]([F:14])([F:13])[F:12].C([Li])CCC.[C:20](=[O:22])=[O:21].[OH-].[Na+], predict the reaction product. The product is: [F:10][C:4]1[C:3]([C:11]([F:14])([F:13])[F:12])=[C:2]([CH:7]=[CH:6][C:5]=1[S:8][CH3:9])[C:20]([OH:22])=[O:21]. (4) Given the reactants [C:1]1([OH:13])[CH:12]=[C:6]([CH2:7][CH2:8][CH2:9][CH2:10][CH3:11])[CH:5]=[C:3]([OH:4])[CH:2]=1.[C:14](=[O:16])=[O:15], predict the reaction product. The product is: [OH:13][C:1]1[CH:12]=[C:6]([CH2:7][CH2:8][CH2:9][CH2:10][CH3:11])[CH:5]=[C:3]([OH:4])[C:2]=1[C:14]([OH:16])=[O:15]. (5) Given the reactants FC(F)(F)C(O)=O.[CH3:8][C@H:9]([O:13][C:14]1[NH:15][C:16]([NH2:25])=[C:17]2[C:21]([N:22]=1)=[N:20][C:19]([O:23][CH3:24])=[N:18]2)[CH2:10][CH2:11][CH3:12].Br[CH2:27][CH2:28][CH2:29][CH:30]1[CH2:34][CH2:33][O:32][CH2:31]1, predict the reaction product. The product is: [CH3:8][C@H:9]([O:13][C:14]1[N:22]=[C:21]2[C:17]([N:18]=[C:19]([O:23][CH3:24])[N:20]2[CH2:27][CH2:28][CH2:29][CH:30]2[CH2:34][CH2:33][O:32][CH2:31]2)=[C:16]([NH2:25])[N:15]=1)[CH2:10][CH2:11][CH3:12]. (6) Given the reactants [CH2:1]([C:8]1[O:12][N:11]=[C:10]([CH2:13][S:14][C:15]2[CH:30]=[CH:29][C:18]([CH2:19][CH2:20][NH:21][C:22](=[O:28])[O:23][C:24]([CH3:27])([CH3:26])[CH3:25])=[CH:17][CH:16]=2)[N:9]=1)[C:2]1[CH:7]=[CH:6][CH:5]=[CH:4][CH:3]=1.C1C=C(Cl)C=C(C(OO)=[O:39])C=1, predict the reaction product. The product is: [CH2:1]([C:8]1[O:12][N:11]=[C:10]([CH2:13][S:14]([C:15]2[CH:16]=[CH:17][C:18]([CH2:19][CH2:20][NH:21][C:22](=[O:28])[O:23][C:24]([CH3:26])([CH3:27])[CH3:25])=[CH:29][CH:30]=2)=[O:39])[N:9]=1)[C:2]1[CH:3]=[CH:4][CH:5]=[CH:6][CH:7]=1.